Dataset: Forward reaction prediction with 1.9M reactions from USPTO patents (1976-2016). Task: Predict the product of the given reaction. The product is: [CH:18]([O:21][C:22]1[CH:30]=[CH:29][C:28]([S:31]([CH3:34])(=[O:33])=[O:32])=[CH:27][C:23]=1[C:24]([N:5]1[CH2:4][CH2:3][N:2]([C:8]2[CH:17]=[N:16][C:15]3[C:10](=[CH:11][CH:12]=[CH:13][CH:14]=3)[N:9]=2)[CH2:7][CH2:6]1)=[O:25])([CH3:20])[CH3:19]. Given the reactants Cl.[N:2]1([C:8]2[CH:17]=[N:16][C:15]3[C:10](=[CH:11][CH:12]=[CH:13][CH:14]=3)[N:9]=2)[CH2:7][CH2:6][NH:5][CH2:4][CH2:3]1.[CH:18]([O:21][C:22]1[CH:30]=[CH:29][C:28]([S:31]([CH3:34])(=[O:33])=[O:32])=[CH:27][C:23]=1[C:24](O)=[O:25])([CH3:20])[CH3:19].C(OCC)(=O)C, predict the reaction product.